Dataset: Forward reaction prediction with 1.9M reactions from USPTO patents (1976-2016). Task: Predict the product of the given reaction. (1) Given the reactants [F:1][C:2]1[C:3]([O:30][CH3:31])=[CH:4][C:5]([CH2:25][C:26]([F:29])([F:28])[F:27])=[C:6]([C:8]2[CH:16]=[C:15]3[C:11]([C:12]([C:23]#[N:24])=[N:13][N:14]3[CH:17]3[CH2:22][CH2:21][CH2:20][CH2:19][O:18]3)=[CH:10][CH:9]=2)[CH:7]=1.[CH3:32][O-:33].[Na+], predict the reaction product. The product is: [CH3:32][O:33][C:23]([C:12]1[C:11]2[C:15](=[CH:16][C:8]([C:6]3[CH:7]=[C:2]([F:1])[C:3]([O:30][CH3:31])=[CH:4][C:5]=3[CH2:25][C:26]([F:29])([F:28])[F:27])=[CH:9][CH:10]=2)[N:14]([CH:17]2[CH2:22][CH2:21][CH2:20][CH2:19][O:18]2)[N:13]=1)=[NH:24]. (2) The product is: [NH:12]1[C:16]2=[N+:17]([O-:9])[CH:18]=[CH:19][CH:20]=[C:15]2[CH:14]=[CH:13]1. Given the reactants ClC1C=CC=C(C(OO)=[O:9])C=1.[NH:12]1[C:16]2=[N:17][CH:18]=[CH:19][CH:20]=[C:15]2[CH:14]=[CH:13]1.CO, predict the reaction product. (3) Given the reactants [Cl:1][C:2]1[N:7]=[C:6]([C:8]2[S:12][C:11]([CH2:13][N:14](CC3C=CC(OC)=CC=3)[C:15](=[O:22])[C:16]3[CH:21]=[CH:20][CH:19]=[CH:18][CH:17]=3)=[CH:10][CH:9]=2)[CH:5]=[CH:4][N:3]=1.FC(F)(F)C(O)=O.C1(S)C=CC=CC=1, predict the reaction product. The product is: [Cl:1][C:2]1[N:7]=[C:6]([C:8]2[S:12][C:11]([CH2:13][NH:14][C:15](=[O:22])[C:16]3[CH:17]=[CH:18][CH:19]=[CH:20][CH:21]=3)=[CH:10][CH:9]=2)[CH:5]=[CH:4][N:3]=1. (4) Given the reactants Br[C:2]1[CH:7]=[CH:6][C:5]([N:8]([CH3:10])[CH3:9])=[C:4]([C:11]([CH3:14])([CH3:13])[CH3:12])[CH:3]=1.C([Li])CCC.CN([CH:23]=[O:24])C, predict the reaction product. The product is: [C:11]([C:4]1[CH:3]=[C:2]([CH:7]=[CH:6][C:5]=1[N:8]([CH3:10])[CH3:9])[CH:23]=[O:24])([CH3:14])([CH3:13])[CH3:12]. (5) Given the reactants [CH3:1][N:2]1[C:6]([CH3:7])=[CH:5][C:4]([C:8]2[CH:13]=[CH:12][CH:11]=[CH:10][CH:9]=2)=[C:3]1[C:14](=[O:18])[C:15](Cl)=[O:16].[CH3:19][C:20]1[CH:25]=[C:24]([CH3:26])[N:23]=[C:22]([N:27]2[CH2:32][CH2:31][N:30]([C:33]3[CH:38]=[CH:37][C:36]([NH2:39])=[CH:35][CH:34]=3)[CH2:29][CH2:28]2)[CH:21]=1.C(N(CC)CC)C, predict the reaction product. The product is: [CH3:1][N:2]1[C:6]([CH3:7])=[CH:5][C:4]([C:8]2[CH:13]=[CH:12][CH:11]=[CH:10][CH:9]=2)=[C:3]1[C:14](=[O:18])[C:15]([NH:39][C:36]1[CH:35]=[CH:34][C:33]([N:30]2[CH2:31][CH2:32][N:27]([C:22]3[CH:21]=[C:20]([CH3:19])[CH:25]=[C:24]([CH3:26])[N:23]=3)[CH2:28][CH2:29]2)=[CH:38][CH:37]=1)=[O:16]. (6) Given the reactants O.OO.[O:4]1CCCC1.[F:9][C:10]1[C:15]([CH3:16])=[CH:14][C:13](B(O)O)=[CH:12][N:11]=1, predict the reaction product. The product is: [F:9][C:10]1[N:11]=[CH:12][C:13]([OH:4])=[CH:14][C:15]=1[CH3:16]. (7) Given the reactants [C:1]([O:5][C:6]([N:8]1[CH2:13][CH2:12][CH:11]([C:14]2[NH:15][C:16]([C:20]3[CH:21]=[C:22]([CH:26]=[CH:27][C:28]=3[CH3:29])[C:23](O)=[O:24])=[C:17]([CH3:19])[N:18]=2)[CH2:10][CH2:9]1)=[O:7])([CH3:4])([CH3:3])[CH3:2].Cl.[NH:31]1[CH2:34][CH:33]([C:35]2[CH:42]=[CH:41][C:38]([C:39]#[N:40])=[CH:37][CH:36]=2)[CH2:32]1.CCN=C=NCCCN(C)C.C1C=CC2N(O)N=NC=2C=1.CCN(C(C)C)C(C)C, predict the reaction product. The product is: [C:39]([C:38]1[CH:37]=[CH:36][C:35]([CH:33]2[CH2:32][N:31]([C:23]([C:22]3[CH:26]=[CH:27][C:28]([CH3:29])=[C:20]([C:16]4[N:15]=[C:14]([CH:11]5[CH2:10][CH2:9][N:8]([C:6]([O:5][C:1]([CH3:3])([CH3:2])[CH3:4])=[O:7])[CH2:13][CH2:12]5)[NH:18][C:17]=4[CH3:19])[CH:21]=3)=[O:24])[CH2:34]2)=[CH:42][CH:41]=1)#[N:40]. (8) Given the reactants [C:1]([OH:5])([CH3:4])([CH3:3])[CH3:2].Cl[S:7]([N:10]=[C:11]=[O:12])(=[O:9])=[O:8].[NH2:13][C:14]1[C:15]([CH3:39])=[C:16]2[C:20](=[C:21]([NH:24][C:25](=[O:30])[C:26]([CH3:29])([CH3:28])[CH3:27])[C:22]=1[CH3:23])[N:19]([CH2:31][CH2:32][CH2:33][CH2:34][CH2:35][CH2:36][CH2:37][CH3:38])[CH2:18][CH2:17]2.C(N(CC)CC)C, predict the reaction product. The product is: [C:1]([O:5][C:11]([NH:10][S:7]([NH:13][C:14]1[C:15]([CH3:39])=[C:16]2[C:20](=[C:21]([NH:24][C:25](=[O:30])[C:26]([CH3:28])([CH3:29])[CH3:27])[C:22]=1[CH3:23])[N:19]([CH2:31][CH2:32][CH2:33][CH2:34][CH2:35][CH2:36][CH2:37][CH3:38])[CH2:18][CH2:17]2)(=[O:9])=[O:8])=[O:12])([CH3:4])([CH3:3])[CH3:2].